Dataset: Forward reaction prediction with 1.9M reactions from USPTO patents (1976-2016). Task: Predict the product of the given reaction. (1) Given the reactants Cl[C:2]1[CH:7]=[C:6]([C:8]2[CH:13]=[CH:12][C:11]([Cl:14])=[CH:10][CH:9]=2)[CH:5]=[C:4]([CH3:15])[N:3]=1.[I:16][C:17]1[N:18]=[CH:19][NH:20][CH:21]=1, predict the reaction product. The product is: [Cl:14][C:11]1[CH:12]=[CH:13][C:8]([C:6]2[CH:5]=[C:4]([CH3:15])[N:3]=[C:2]([N:20]3[CH:21]=[C:17]([I:16])[N:18]=[CH:19]3)[CH:7]=2)=[CH:9][CH:10]=1. (2) Given the reactants [C:1]([O:4][C@H:5]([C@H:9]1[O:14][CH2:13][CH2:12][N:11]([C:15]2[CH:16]=[C:17]3[C:22](=[CH:23][CH:24]=2)[NH:21][C:20](=[O:25])[CH:19]=[CH:18]3)[C:10]1=[O:26])[C:6](O)=[O:7])(=[O:3])[CH3:2].[NH2:27][C:28]1[CH:47]=[CH:46][C:31]2[C:32]([N:35]3[C:43](=[O:44])[C:42]4[C:37](=[CH:38][CH:39]=[CH:40][CH:41]=4)[C:36]3=[O:45])=[N:33][O:34][C:30]=2[CH:29]=1, predict the reaction product. The product is: [O:45]=[C:36]1[C:37]2[C:42](=[CH:41][CH:40]=[CH:39][CH:38]=2)[C:43](=[O:44])[N:35]1[C:32]1[C:31]2[CH:46]=[CH:47][C:28]([NH:27][C:6](=[O:7])[C@H:5]([O:4][C:1](=[O:3])[CH3:2])[C@H:9]3[O:14][CH2:13][CH2:12][N:11]([C:15]4[CH:16]=[C:17]5[C:22](=[CH:23][CH:24]=4)[NH:21][C:20](=[O:25])[CH:19]=[CH:18]5)[C:10]3=[O:26])=[CH:29][C:30]=2[O:34][N:33]=1. (3) Given the reactants [F:1][C:2]1[CH:3]=[CH:4][C:5]([O:19][CH3:20])=[C:6]([C:8]([CH3:18])([CH3:17])[CH2:9][C:10]2([C:13]([F:16])([F:15])[F:14])[CH2:12][O:11]2)[CH:7]=1.[NH2:21][C:22]1[CH:31]=[CH:30][CH:29]=[C:28]2[C:23]=1[CH:24]=[CH:25][CH:26]=[N:27]2, predict the reaction product. The product is: [N:27]1[C:28]2[C:23](=[C:22]([NH:21][CH2:12][C:10]([C:13]([F:16])([F:15])[F:14])([OH:11])[CH2:9][C:8]([C:6]3[CH:7]=[C:2]([F:1])[CH:3]=[CH:4][C:5]=3[O:19][CH3:20])([CH3:18])[CH3:17])[CH:31]=[CH:30][CH:29]=2)[CH:24]=[CH:25][CH:26]=1. (4) Given the reactants B(Br)(Br)Br.[C:5]([C:7]1[CH:38]=[CH:37][C:10]([CH2:11][C@@:12]23[CH2:19][C@H:18]([NH:20][C:21](=[O:26])[CH2:22][CH2:23][O:24]C)[CH2:17][N:16]2[C:15](=[O:27])[N:14]([C:28]2[CH:33]=[C:32]([Cl:34])[CH:31]=[C:30]([Cl:35])[CH:29]=2)[C:13]3=[O:36])=[CH:9][CH:8]=1)#[N:6], predict the reaction product. The product is: [C:5]([C:7]1[CH:8]=[CH:9][C:10]([CH2:11][C@@:12]23[CH2:19][C@H:18]([NH:20][C:21](=[O:26])[CH2:22][CH2:23][OH:24])[CH2:17][N:16]2[C:15](=[O:27])[N:14]([C:28]2[CH:29]=[C:30]([Cl:35])[CH:31]=[C:32]([Cl:34])[CH:33]=2)[C:13]3=[O:36])=[CH:37][CH:38]=1)#[N:6]. (5) Given the reactants [C:9](O[C:9]([O:11][C:12]([CH3:15])([CH3:14])[CH3:13])=[O:10])([O:11][C:12]([CH3:15])([CH3:14])[CH3:13])=[O:10].[Cl:16][C:17]1[NH:18][CH:19]=[CH:20][N:21]=1.[OH-].[Na+].O.O1[CH2:29][CH2:28][CH2:27][CH2:26]1, predict the reaction product. The product is: [C:12]([O:11][C:9]([N:18]1[C:19]2[CH:26]=[CH:27][CH:28]=[CH:29][C:20]=2[N:21]=[C:17]1[Cl:16])=[O:10])([CH3:13])([CH3:14])[CH3:15]. (6) Given the reactants Br[C:2]1[CH:3]=[CH:4][C:5]2[O:15][C:10]3=[N:11][CH:12]=[CH:13][CH:14]=[C:9]3[C:8](=[CH:16][CH2:17][CH2:18][N:19]3[CH2:24][CH2:23][CH:22]([C:25]4[CH:30]=[CH:29][C:28]([Cl:31])=[CH:27][CH:26]=4)[CH2:21][CH2:20]3)[CH2:7][C:6]=2[CH:32]=1.CCCCCC.C([Li])CCC.[C:44](=[O:46])=[O:45], predict the reaction product. The product is: [C:44]([C:2]1[CH:3]=[CH:4][C:5]2[O:15][C:10]3=[N:11][CH:12]=[CH:13][CH:14]=[C:9]3[C:8](=[CH:16][CH2:17][CH2:18][N:19]3[CH2:24][CH2:23][CH:22]([C:25]4[CH:30]=[CH:29][C:28]([Cl:31])=[CH:27][CH:26]=4)[CH2:21][CH2:20]3)[CH2:7][C:6]=2[CH:32]=1)([OH:46])=[O:45].